Dataset: Forward reaction prediction with 1.9M reactions from USPTO patents (1976-2016). Task: Predict the product of the given reaction. Given the reactants [Br:1][C:2]1[CH:7]=[C:6]([F:8])[CH:5]=[CH:4][C:3]=1[CH:9]1[C:14]([C:15]([O:17][CH2:18][CH3:19])=[O:16])=[C:13]([CH2:20]Br)[NH:12][C:11]([C:22]2[S:23][CH:24]=[CH:25][N:26]=2)=[N:10]1.Cl.[NH:28]1[CH2:33][CH2:32][O:31][CH2:30][CH:29]1[CH2:34][C:35]([OH:37])=[O:36], predict the reaction product. The product is: [Br:1][C:2]1[CH:7]=[C:6]([F:8])[CH:5]=[CH:4][C:3]=1[CH:9]1[N:10]=[C:11]([C:22]2[S:23][CH:24]=[CH:25][N:26]=2)[NH:12][C:13]([CH2:20][N:28]2[CH2:33][CH2:32][O:31][CH2:30][CH:29]2[CH2:34][C:35]([OH:37])=[O:36])=[C:14]1[C:15]([O:17][CH2:18][CH3:19])=[O:16].